Predict the product of the given reaction. From a dataset of Forward reaction prediction with 1.9M reactions from USPTO patents (1976-2016). (1) Given the reactants [Cl:1][C:2]1[CH:3]=[C:4]([C:12]2[O:16][N:15]=[C:14]([C:17]3[C:18]([F:33])=[CH:19][CH:20]=[C:21]4[C:25]=3[NH:24][CH:23]=[C:22]4[CH2:26][CH2:27][C:28]([O:30]CC)=[O:29])[N:13]=2)[CH:5]=[CH:6][C:7]=1[O:8][CH:9]([CH3:11])[CH3:10].[OH-].[Na+], predict the reaction product. The product is: [Cl:1][C:2]1[CH:3]=[C:4]([C:12]2[O:16][N:15]=[C:14]([C:17]3[C:18]([F:33])=[CH:19][CH:20]=[C:21]4[C:25]=3[NH:24][CH:23]=[C:22]4[CH2:26][CH2:27][C:28]([OH:30])=[O:29])[N:13]=2)[CH:5]=[CH:6][C:7]=1[O:8][CH:9]([CH3:11])[CH3:10]. (2) Given the reactants [CH2:1]([O:3][CH:4]([O:8][CH2:9][CH3:10])[CH2:5][CH2:6][OH:7])[CH3:2].[H-].[Na+].Br[CH2:14][C:15]([CH3:17])=[CH2:16], predict the reaction product. The product is: [CH2:1]([O:3][CH:4]([O:8][CH2:9][CH3:10])[CH2:5][CH2:6][O:7][CH2:16][C:15]([CH3:17])=[CH2:14])[CH3:2]. (3) Given the reactants [F:1][C:2]([F:7])([F:6])[C:3]([OH:5])=[O:4].[F:8][C:9]([F:14])([F:13])[C:10]([OH:12])=[O:11].FC(F)(F)C(O)=O.[CH3:22][C:23]1[CH:32]=[C:31]([CH2:33][O:34][C:35]2[CH:40]=[CH:39][C:38]([C:41]3([N:50]4[CH2:55][CH2:54][NH:53][CH2:52][CH2:51]4)[C:46](=[O:47])[NH:45][C:44](=[O:48])[NH:43][C:42]3=[O:49])=[CH:37][CH:36]=2)[C:30]2[C:25](=[CH:26][CH:27]=[CH:28][CH:29]=2)[N:24]=1.[C:56](Cl)(=[O:61])[C:57]([CH3:60])([CH3:59])[CH3:58], predict the reaction product. The product is: [F:1][C:2]([F:7])([F:6])[C:3]([OH:5])=[O:4].[F:8][C:9]([F:14])([F:13])[C:10]([OH:12])=[O:11].[CH3:58][C:57]([CH3:60])([CH3:59])[C:56]([N:53]1[CH2:54][CH2:55][N:50]([C:41]2([C:38]3[CH:37]=[CH:36][C:35]([O:34][CH2:33][C:31]4[C:30]5[C:25](=[CH:26][CH:27]=[CH:28][CH:29]=5)[N:24]=[C:23]([CH3:22])[CH:32]=4)=[CH:40][CH:39]=3)[C:46](=[O:47])[NH:45][C:44](=[O:48])[NH:43][C:42]2=[O:49])[CH2:51][CH2:52]1)=[O:61].